Dataset: Reaction yield outcomes from USPTO patents with 853,638 reactions. Task: Predict the reaction yield, written as a fraction of the theoretical maximum amount of product (1.0 means a 100% yield; for example, 0.34 means a 34% yield). (1) The reactants are [CH:1]1[C:10]2[C:5](=[CH:6][CH:7]=[CH:8][CH:9]=2)[CH:4]=[CH:3][C:2]=1[NH2:11].C(N(CC)CC)C.Cl[C:20](=[O:26])[C:21]([O:23][CH2:24][CH3:25])=[O:22]. The catalyst is ClCCl. The product is [CH2:24]([O:23][C:21]([C:20](=[O:26])[NH:11][C:2]1[CH:3]=[CH:4][C:5]2[C:10](=[CH:9][CH:8]=[CH:7][CH:6]=2)[CH:1]=1)=[O:22])[CH3:25]. The yield is 0.880. (2) The reactants are Cl[C:2]1[N:11]=[CH:10][C:9]2[N:8]3[CH:12]=[N:13][N:14]=[C:7]3[C@@H:6]([CH2:15][CH3:16])[N:5]([CH:17]3[CH2:21][CH2:20][CH2:19][CH2:18]3)[C:4]=2[N:3]=1.[NH2:22][C:23]1[CH:32]=[CH:31][C:26]([C:27]([NH:29][CH3:30])=[O:28])=[CH:25][C:24]=1[C:33]([F:36])([F:35])[F:34].C(=O)([O-])[O-].[Cs+].[Cs+].CC1(C)C2C(=C(P(C3C=CC=CC=3)C3C=CC=CC=3)C=CC=2)OC2C(P(C3C=CC=CC=3)C3C=CC=CC=3)=CC=CC1=2. The catalyst is O1CCOCC1.C(OCC)(=O)C.C([O-])(=O)C.[Pd+2].C([O-])(=O)C. The product is [CH:17]1([N:5]2[C:4]3[N:3]=[C:2]([NH:22][C:23]4[CH:32]=[CH:31][C:26]([C:27]([NH:29][CH3:30])=[O:28])=[CH:25][C:24]=4[C:33]([F:34])([F:35])[F:36])[N:11]=[CH:10][C:9]=3[N:8]3[CH:12]=[N:13][N:14]=[C:7]3[C@H:6]2[CH2:15][CH3:16])[CH2:21][CH2:20][CH2:19][CH2:18]1. The yield is 0.460. (3) The reactants are Br[C:2]1[C:11]2[C:6](=[CH:7][CH:8]=[CH:9][CH:10]=2)[C:5]([Cl:12])=[N:4][CH:3]=1.[Li]CCCC.[CH2:18]([O:25][C:26]1[C:35]2[C:30](=[CH:31][CH:32]=[C:33](I)[CH:34]=2)[N:29]=[CH:28][N:27]=1)[C:19]1[CH:24]=[CH:23][CH:22]=[CH:21][CH:20]=1. The catalyst is C1COCC1.C(OCC)(=O)C.[Zn+2].[Br-].[Br-].C1C=CC([P]([Pd]([P](C2C=CC=CC=2)(C2C=CC=CC=2)C2C=CC=CC=2)([P](C2C=CC=CC=2)(C2C=CC=CC=2)C2C=CC=CC=2)[P](C2C=CC=CC=2)(C2C=CC=CC=2)C2C=CC=CC=2)(C2C=CC=CC=2)C2C=CC=CC=2)=CC=1. The product is [CH2:18]([O:25][C:26]1[C:35]2[C:30](=[CH:31][CH:32]=[C:33]([C:2]3[C:11]4[C:6](=[CH:7][CH:8]=[CH:9][CH:10]=4)[C:5]([Cl:12])=[N:4][CH:3]=3)[CH:34]=2)[N:29]=[CH:28][N:27]=1)[C:19]1[CH:24]=[CH:23][CH:22]=[CH:21][CH:20]=1. The yield is 0.460. (4) The yield is 0.935. The reactants are [CH3:1][S:2][C:3](=[C:6]([C:11]([O-:13])=[O:12])[C:7]([O:9]C)=[O:8])[S:4][CH3:5].[OH-].[K+].[N+]([O-])(O)=O.[N+]([O-])([O-])=O.[Ag+:24]. The catalyst is O.C(O)C. The product is [CH3:5][S:4][C:3](=[C:6]([C:7]([O-:9])=[O:8])[C:11]([O-:13])=[O:12])[S:2][CH3:1].[Ag+2:24].